Dataset: Catalyst prediction with 721,799 reactions and 888 catalyst types from USPTO. Task: Predict which catalyst facilitates the given reaction. (1) Reactant: [Cl:1][C:2]1[CH:3]=[C:4]([S:8]([CH:11]2[CH2:16][CH2:15][NH:14][CH2:13][CH2:12]2)(=[O:10])=[O:9])[CH:5]=[CH:6][CH:7]=1.Cl[C:18]1[CH:23]=[CH:22][C:21]([N+:24]([O-:26])=[O:25])=[CH:20][N:19]=1.CCN(C(C)C)C(C)C. Product: [Cl:1][C:2]1[CH:3]=[C:4]([S:8]([CH:11]2[CH2:16][CH2:15][N:14]([C:18]3[CH:23]=[CH:22][C:21]([N+:24]([O-:26])=[O:25])=[CH:20][N:19]=3)[CH2:13][CH2:12]2)(=[O:10])=[O:9])[CH:5]=[CH:6][CH:7]=1. The catalyst class is: 12. (2) Reactant: [Cl:1][C:2]1[N:7]=[C:6]([C:8]2[NH:9][C:10]3[C:15]([CH:16]=2)=[C:14]([F:17])[CH:13]=[CH:12][CH:11]=3)[C:5]([OH:18])=[CH:4][CH:3]=1.Cl.[OH-].[Na+]. Product: [Cl:1][C:2]1[N:7]=[C:6]([CH:8]2[CH2:16][C:15]3[C:10](=[CH:11][CH:12]=[CH:13][C:14]=3[F:17])[NH:9]2)[C:5]([OH:18])=[CH:4][CH:3]=1. The catalyst class is: 14. (3) Reactant: [NH2:1][CH2:2][CH2:3][CH2:4][CH2:5][CH2:6][C:7]([OH:9])=[O:8].[CH2:10]([O:13][C:14]1[CH:21]=[CH:20][C:17]([CH:18]=O)=[CH:16][CH:15]=1)[C:11]#[CH:12].C(O)(=O)C.[BH-](OC(C)=O)(OC(C)=O)OC(C)=O.[Na+]. Product: [CH2:10]([O:13][C:14]1[CH:15]=[CH:16][C:17]([CH2:18][NH:1][CH2:2][CH2:3][CH2:4][CH2:5][CH2:6][C:7]([OH:9])=[O:8])=[CH:20][CH:21]=1)[C:11]#[CH:12]. The catalyst class is: 325. (4) Reactant: [CH3:1][C:2]1[NH:3][C:4]2[C:9]([CH:10]=1)=[CH:8][CH:7]=[CH:6][CH:5]=2.C([Li])CCC.CC(C)([O-])C.[K+].[F:22][C:23]([F:38])([F:37])[C:24](=[O:36])[CH2:25][C:26]([C:29]1[CH:34]=[CH:33][C:32]([F:35])=[CH:31][CH:30]=1)([CH3:28])[CH3:27]. Product: [NH:3]1[C:4]2[C:9](=[CH:8][CH:7]=[CH:6][CH:5]=2)[CH:10]=[C:2]1[CH2:1][C:24]([OH:36])([CH2:25][C:26]([C:29]1[CH:30]=[CH:31][C:32]([F:35])=[CH:33][CH:34]=1)([CH3:28])[CH3:27])[C:23]([F:22])([F:38])[F:37]. The catalyst class is: 27. (5) Product: [NH2:15][C:12]1[CH:13]=[CH:14][C:9]([C:7]([N:4]2[CH2:3][CH2:2][O:1][CH2:6][CH2:5]2)=[O:8])=[CH:10][C:11]=1[C:18]([F:21])([F:20])[F:19]. Reactant: [O:1]1[CH2:6][CH2:5][N:4]([C:7]([C:9]2[CH:14]=[CH:13][C:12]([N+:15]([O-])=O)=[C:11]([C:18]([F:21])([F:20])[F:19])[CH:10]=2)=[O:8])[CH2:3][CH2:2]1. The catalyst class is: 29.